From a dataset of Reaction yield outcomes from USPTO patents with 853,638 reactions. Predict the reaction yield, written as a fraction of the theoretical maximum amount of product (1.0 means a 100% yield; for example, 0.34 means a 34% yield). (1) The reactants are C([O:3][C:4]([C:6]1[CH:7]=[C:8]2[C:13](=[CH:14][CH:15]=1)[NH:12][CH:11]([C:16]1[CH:21]=[CH:20][CH:19]=[C:18]([NH:22][C:23]([N:25]3[CH2:30][CH2:29][N:28]([CH3:31])[CH2:27][CH2:26]3)=[O:24])[CH:17]=1)[C:10]([CH3:33])([CH3:32])[CH2:9]2)=[O:5])C.Cl. The catalyst is CO.O1CCCC1.[OH-].[Na+].O. The product is [CH3:32][C:10]1([CH3:33])[CH2:9][C:8]2[C:13](=[CH:14][CH:15]=[C:6]([C:4]([OH:5])=[O:3])[CH:7]=2)[NH:12][CH:11]1[C:16]1[CH:21]=[CH:20][CH:19]=[C:18]([NH:22][C:23]([N:25]2[CH2:26][CH2:27][N:28]([CH3:31])[CH2:29][CH2:30]2)=[O:24])[CH:17]=1. The yield is 0.220. (2) The reactants are [F:1][C:2]1[CH:30]=[CH:29][C:5]([C:6]([NH:8][C:9]2[C:10]([CH3:28])=[C:11]([CH3:27])[C:12]3[O:16][C:15]([CH3:17])=[C:14]([C:18]4[CH:23]=[CH:22][C:21]([F:24])=[CH:20][CH:19]=4)[C:13]=3[C:25]=2[CH3:26])=O)=[CH:4][CH:3]=1. The catalyst is C(O)C. The product is [F:1][C:2]1[CH:30]=[CH:29][C:5]([CH2:6][NH:8][C:9]2[C:10]([CH3:28])=[C:11]([CH3:27])[C:12]3[O:16][C:15]([CH3:17])=[C:14]([C:18]4[CH:23]=[CH:22][C:21]([F:24])=[CH:20][CH:19]=4)[C:13]=3[C:25]=2[CH3:26])=[CH:4][CH:3]=1. The yield is 0.660. (3) The reactants are Cl.Cl.[Cl:3][C:4]1[CH:9]=[CH:8][C:7]([N:10]2[CH2:15][CH2:14][NH:13][CH2:12][CH2:11]2)=[CH:6][CH:5]=1.C(N(CC)CC)C.[CH3:23][O:24][C:25](=[O:36])[C:26]1[CH:31]=[CH:30][CH:29]=[CH:28][C:27]=1[S:32](Cl)(=[O:34])=[O:33]. The catalyst is ClCCl. The product is [CH3:23][O:24][C:25](=[O:36])[C:26]1[CH:31]=[CH:30][CH:29]=[CH:28][C:27]=1[S:32]([N:13]1[CH2:14][CH2:15][N:10]([C:7]2[CH:6]=[CH:5][C:4]([Cl:3])=[CH:9][CH:8]=2)[CH2:11][CH2:12]1)(=[O:33])=[O:34]. The yield is 0.480. (4) The reactants are Br[C:2]1[N:6](S(C2C=CC=CC=2)(=O)=O)[CH:5]=[C:4]([C:16]([O:18][CH3:19])=[O:17])[C:3]=1[C:20]1[CH:25]=[CH:24][CH:23]=[CH:22][CH:21]=1.[C:26]1(B(O)O)[CH:31]=[CH:30][CH:29]=[CH:28][CH:27]=1.C(=O)([O-])[O-].[Na+].[Na+]. The catalyst is C1C=CC([P]([Pd]([P](C2C=CC=CC=2)(C2C=CC=CC=2)C2C=CC=CC=2)([P](C2C=CC=CC=2)(C2C=CC=CC=2)C2C=CC=CC=2)[P](C2C=CC=CC=2)(C2C=CC=CC=2)C2C=CC=CC=2)(C2C=CC=CC=2)C2C=CC=CC=2)=CC=1. The product is [C:20]1([C:3]2[C:4]([C:16]([O:18][CH3:19])=[O:17])=[CH:5][NH:6][C:2]=2[C:26]2[CH:31]=[CH:30][CH:29]=[CH:28][CH:27]=2)[CH:21]=[CH:22][CH:23]=[CH:24][CH:25]=1. The yield is 0.760. (5) The reactants are [CH3:1][NH2:2].[CH2:3]([O:5][C:6]([C:8]1[C:13]([O:14][CH2:15][CH3:16])=[C:12]([N:17]2[CH2:22][CH2:21][O:20][CH2:19][CH2:18]2)[N:11]=[C:10]([C:23]2[CH:28]=[CH:27][C:26]([NH:29][C:30]([O:32]C3C=CC=CC=3)=O)=[CH:25][CH:24]=2)[N:9]=1)=[O:7])[CH3:4]. The catalyst is O1CCOCC1. The product is [CH2:3]([O:5][C:6]([C:8]1[C:13]([O:14][CH2:15][CH3:16])=[C:12]([N:17]2[CH2:22][CH2:21][O:20][CH2:19][CH2:18]2)[N:11]=[C:10]([C:23]2[CH:28]=[CH:27][C:26]([NH:29][C:30]([NH:2][CH3:1])=[O:32])=[CH:25][CH:24]=2)[N:9]=1)=[O:7])[CH3:4]. The yield is 0.500.